Dataset: Reaction yield outcomes from USPTO patents with 853,638 reactions. Task: Predict the reaction yield, written as a fraction of the theoretical maximum amount of product (1.0 means a 100% yield; for example, 0.34 means a 34% yield). (1) The reactants are [CH3:1][C:2]1[NH:3][C:4](=[O:13])[CH:5]=[C:6]([C:8](OCC)=[O:9])[N:7]=1.[NH3:14]. The catalyst is CO. The product is [CH3:1][C:2]1[NH:3][C:4](=[O:13])[CH:5]=[C:6]([C:8]([NH2:14])=[O:9])[N:7]=1. The yield is 0.934. (2) The reactants are [F:1][C:2]1[CH:7]=[CH:6][C:5]([C:8](=[O:10])[CH3:9])=[CH:4][C:3]=1[OH:11].[CH3:12]N(C=O)C.C(=O)([O-])[O-].[Na+].[Na+].IC. The catalyst is CCOC(C)=O. The product is [F:1][C:2]1[CH:7]=[CH:6][C:5]([C:8](=[O:10])[CH3:9])=[CH:4][C:3]=1[O:11][CH3:12]. The yield is 0.920. (3) The product is [OH:65][C:58]1[C:57]([CH2:56][NH:55][C:19]([C:3]2[C:4]3=[N:5][CH:6]=[CH:7][CH:8]=[C:9]3[N:10]([CH:11]([C:13]3[CH:18]=[CH:17][CH:16]=[CH:15][CH:14]=3)[CH3:12])[C:2]=2[CH3:1])=[O:21])=[C:62]([CH3:63])[CH:61]=[C:60]([CH3:64])[N:59]=1. The reactants are [CH3:1][C:2]1[N:10]([CH:11]([C:13]2[CH:18]=[CH:17][CH:16]=[CH:15][CH:14]=2)[CH3:12])[C:9]2[C:4](=[N:5][CH:6]=[CH:7][CH:8]=2)[C:3]=1[C:19]([OH:21])=O.C[NH3+].F[P-](F)(F)(F)(F)F.N1(OC(N(C)C)=[N+](C)C)C2N=CC=CC=2N=N1.F[P-](F)(F)(F)(F)F.[NH2:55][CH2:56][C:57]1[C:58]([OH:65])=[N:59][C:60]([CH3:64])=[CH:61][C:62]=1[CH3:63].C(N(CC)CC)C. The catalyst is CN(C)C=O.C(OCC)(=O)C. The yield is 0.330. (4) The reactants are CN(C)/[CH:3]=[CH:4]/[C:5]([C:7]1[C:12](=[O:13])[CH:11]=[CH:10][N:9]([C:14]2[CH:19]=[CH:18][C:17]([O:20][C:21]([F:24])([F:23])[F:22])=[CH:16][CH:15]=2)[N:8]=1)=O.[NH:26]([C:28]1[CH:29]=[C:30]([CH:33]=[CH:34][CH:35]=1)[C:31]#[N:32])[NH2:27]. The catalyst is C(O)C. The product is [O:13]=[C:12]1[CH:11]=[CH:10][N:9]([C:14]2[CH:15]=[CH:16][C:17]([O:20][C:21]([F:24])([F:23])[F:22])=[CH:18][CH:19]=2)[N:8]=[C:7]1[C:5]1[N:26]([C:28]2[CH:29]=[C:30]([CH:33]=[CH:34][CH:35]=2)[C:31]#[N:32])[N:27]=[CH:3][CH:4]=1. The yield is 0.210. (5) The reactants are C([O:3][C:4](=[O:18])[CH:5]([P:7]([O:15]CC)([C:9]1[CH:14]=[CH:13][CH:12]=[CH:11][CH:10]=1)=[O:8])[OH:6])C. The catalyst is Cl. The product is [OH:6][CH:5]([P:7]([OH:15])([C:9]1[CH:10]=[CH:11][CH:12]=[CH:13][CH:14]=1)=[O:8])[C:4]([OH:18])=[O:3]. The yield is 0.900.